Dataset: Reaction yield outcomes from USPTO patents with 853,638 reactions. Task: Predict the reaction yield, written as a fraction of the theoretical maximum amount of product (1.0 means a 100% yield; for example, 0.34 means a 34% yield). (1) The reactants are [Cl:1][C:2]1[C:8]([C:9]([F:12])([F:11])[F:10])=[CH:7][C:5]([NH2:6])=[CH:4][CH:3]=1.[C:13](N1C=CN=C1)(N1C=CN=C1)=[O:14].[NH2:25][C:26]1[CH:41]=[CH:40][C:29]([O:30][C:31]2[CH:36]=[CH:35][N:34]=[C:33]([C:37]([NH2:39])=[O:38])[CH:32]=2)=[CH:28][CH:27]=1.CCOC(C)=O. The catalyst is ClC(Cl)C.C1COCC1. The product is [Cl:1][C:2]1[CH:3]=[CH:4][C:5]([NH:6][C:13]([NH:25][C:26]2[CH:41]=[CH:40][C:29]([O:30][C:31]3[CH:36]=[CH:35][N:34]=[C:33]([C:37](=[O:38])[NH2:39])[CH:32]=3)=[CH:28][CH:27]=2)=[O:14])=[CH:7][C:8]=1[C:9]([F:10])([F:11])[F:12]. The yield is 0.820. (2) The reactants are [C:1]([NH:24][CH:25]([CH2:30][CH:31]([CH3:33])[CH3:32])[C:26]([O:28]C)=[O:27])(=[O:23])[CH2:2][CH2:3][CH:4]=[CH:5][CH2:6][CH:7]=[CH:8][CH2:9][CH:10]=[CH:11][CH2:12][CH:13]=[CH:14][CH2:15][CH:16]=[CH:17][CH2:18][CH:19]=[CH:20][CH2:21][CH3:22].[OH-].[Na+].Cl. The catalyst is CO. The product is [C:1]([NH:24][CH:25]([CH2:30][CH:31]([CH3:32])[CH3:33])[C:26]([OH:28])=[O:27])(=[O:23])[CH2:2][CH2:3][CH:4]=[CH:5][CH2:6][CH:7]=[CH:8][CH2:9][CH:10]=[CH:11][CH2:12][CH:13]=[CH:14][CH2:15][CH:16]=[CH:17][CH2:18][CH:19]=[CH:20][CH2:21][CH3:22]. The yield is 0.890.